This data is from CYP2D6 inhibition data for predicting drug metabolism from PubChem BioAssay. The task is: Regression/Classification. Given a drug SMILES string, predict its absorption, distribution, metabolism, or excretion properties. Task type varies by dataset: regression for continuous measurements (e.g., permeability, clearance, half-life) or binary classification for categorical outcomes (e.g., BBB penetration, CYP inhibition). Dataset: cyp2d6_veith. (1) The compound is COc1ccc2c(c1)c(CC(=O)O)c(C)n2Cc1ccc(Cl)cc1. The result is 0 (non-inhibitor). (2) The compound is Cc1nonc1NCn1nnc2ccccc21. The result is 0 (non-inhibitor). (3) The drug is CCOc1nc(N=C(N)N)nc2c(C)cccc12. The result is 0 (non-inhibitor). (4) The compound is COc1ccccc1Cn1nnc2c(=O)[nH]c(C3CCN(C(=O)c4ccc(C)cc4)CC3)nc21. The result is 0 (non-inhibitor). (5) The molecule is CCOC(=O)CSC1=C(C#N)C(c2ccccc2F)C(C(C)=O)=C(C)N1. The result is 0 (non-inhibitor). (6) The molecule is COC(=O)[C@@]1(Cc2ccccc2)[C@H]2c3cc(C(=O)N4CCCC4)n(Cc4cccc5ccccc45)c3C[C@H]2CN1C(=O)c1ccccc1. The result is 0 (non-inhibitor). (7) The drug is O=C(c1ccncc1)N1CCC2(CCCN(C(c3ccccc3)c3ccccc3)C2)CC1. The result is 1 (inhibitor).